Predict the reaction yield, written as a fraction of the theoretical maximum amount of product (1.0 means a 100% yield; for example, 0.34 means a 34% yield). From a dataset of Reaction yield outcomes from USPTO patents with 853,638 reactions. (1) The reactants are [F:1][C:2]([F:39])([F:38])[C:3]1[CH:8]=[CH:7][C:6]([C:9]2(O)[C:13]3[C:14]([CH3:34])=[C:15]([N:20]4[CH2:25][CH2:24][N:23]([C:26]5[CH:31]=[CH:30][C:29]([O:32][CH3:33])=[CH:28][CH:27]=5)[CH2:22][CH2:21]4)[C:16]([CH3:19])=[C:17]([CH3:18])[C:12]=3[O:11][C:10]2([CH3:36])[CH3:35])=[CH:5][CH:4]=1. The catalyst is C(O)C. The product is [F:39][C:2]([F:1])([F:38])[C:3]1[CH:8]=[CH:7][C:6]([CH:9]2[C:13]3[C:14]([CH3:34])=[C:15]([N:20]4[CH2:25][CH2:24][N:23]([C:26]5[CH:31]=[CH:30][C:29]([O:32][CH3:33])=[CH:28][CH:27]=5)[CH2:22][CH2:21]4)[C:16]([CH3:19])=[C:17]([CH3:18])[C:12]=3[O:11][C:10]2([CH3:35])[CH3:36])=[CH:5][CH:4]=1. The yield is 0.930. (2) The reactants are [NH2:1][C:2]1[N:7]=[CH:6][N:5]=[C:4]2[N:8]([C@@H:27]3[CH2:32][CH2:31][CH2:30][N:29](C(OC(C)(C)C)=O)[CH2:28]3)[N:9]=[C:10]([C:11]3[CH:16]=[CH:15][C:14]([O:17][C:18]4[CH:23]=[CH:22][CH:21]=[C:20]([F:24])[C:19]=4[F:25])=[CH:13][C:12]=3[F:26])[C:3]=12. The catalyst is C(Cl)Cl.C(O)(C(F)(F)F)=O. The product is [F:25][C:19]1[C:20]([F:24])=[CH:21][CH:22]=[CH:23][C:18]=1[O:17][C:14]1[CH:15]=[CH:16][C:11]([C:10]2[C:3]3[C:4](=[N:5][CH:6]=[N:7][C:2]=3[NH2:1])[N:8]([C@@H:27]3[CH2:32][CH2:31][CH2:30][NH:29][CH2:28]3)[N:9]=2)=[C:12]([F:26])[CH:13]=1. The yield is 0.800. (3) The reactants are [F:1][C:2]([F:15])([F:14])[S:3]([O:6]S(C(F)(F)F)(=O)=O)(=[O:5])=[O:4].O=[C:17]1[CH2:22][CH2:21][CH:20]([C:23]([O:25][CH2:26][CH3:27])=[O:24])[CH2:19][CH2:18]1.N1C(C)=CC=CC=1C. The catalyst is ClCCl. The product is [F:1][C:2]([F:15])([F:14])[S:3]([O:6][C:17]1[CH2:22][CH2:21][CH:20]([C:23]([O:25][CH2:26][CH3:27])=[O:24])[CH2:19][CH:18]=1)(=[O:5])=[O:4]. The yield is 0.684.